This data is from Forward reaction prediction with 1.9M reactions from USPTO patents (1976-2016). The task is: Predict the product of the given reaction. (1) Given the reactants [NH2:1][C:2]1[CH:3]=[N:4][C:5]([NH:8][C:9]2[CH:14]=[CH:13][C:12]([S:15]([NH:18][CH2:19][CH2:20][N:21]3[CH2:25][CH2:24][CH2:23][CH2:22]3)(=[O:17])=[O:16])=[CH:11][CH:10]=2)=[N:6][CH:7]=1.[Cl:26][C:27]1[CH:35]=[CH:34][CH:33]=[C:32]([Cl:36])[C:28]=1[C:29](Cl)=[O:30], predict the reaction product. The product is: [Cl:26][C:27]1[CH:35]=[CH:34][CH:33]=[C:32]([Cl:36])[C:28]=1[C:29]([NH:1][C:2]1[CH:7]=[N:6][C:5]([NH:8][C:9]2[CH:14]=[CH:13][C:12]([S:15](=[O:17])(=[O:16])[NH:18][CH2:19][CH2:20][N:21]3[CH2:25][CH2:24][CH2:23][CH2:22]3)=[CH:11][CH:10]=2)=[N:4][CH:3]=1)=[O:30]. (2) Given the reactants Cl[C:2]1[N:3]=[CH:4][CH:5]=[C:6]2[C:11]=1[N:10]=[CH:9][C:8]([O:12][CH3:13])=[CH:7]2.[O:14]1[CH2:19][CH2:18][CH:17]=[C:16]([C:20]2[N:25]=[CH:24][C:23]3[O:26][C:27]4[C:32]([C@@:33]5([CH2:38][CH2:37][S:36][C:35]([NH2:39])=[N:34]5)[C:22]=3[CH:21]=2)=[CH:31][C:30]([NH2:40])=[CH:29][CH:28]=4)[CH2:15]1.S(=O)(=O)(O)O.[OH-].[Na+], predict the reaction product. The product is: [O:14]1[CH2:19][CH2:18][CH:17]=[C:16]([C:20]2[N:25]=[CH:24][C:23]3[O:26][C:27]4[C:32]([C@@:33]5([CH2:38][CH2:37][S:36][C:35]([NH2:39])=[N:34]5)[C:22]=3[CH:21]=2)=[CH:31][C:30]([NH:40][C:2]2[N:3]=[CH:4][CH:5]=[C:6]3[C:11]=2[N:10]=[CH:9][C:8]([O:12][CH3:13])=[CH:7]3)=[CH:29][CH:28]=4)[CH2:15]1.